From a dataset of Reaction yield outcomes from USPTO patents with 853,638 reactions. Predict the reaction yield, written as a fraction of the theoretical maximum amount of product (1.0 means a 100% yield; for example, 0.34 means a 34% yield). (1) The reactants are Cl.Br[CH2:3][C:4]1[CH:9]=[CH:8][N:7]=[CH:6][CH:5]=1.C(=O)([O-])[O-].[K+].[K+].[Br:16][C:17]1[CH:22]=[CH:21][C:20]([SH:23])=[CH:19][CH:18]=1.C(OCC)(=O)C. The catalyst is C1COCC1.O. The product is [Br:16][C:17]1[CH:22]=[CH:21][C:20]([S:23][CH2:3][C:4]2[CH:9]=[CH:8][N:7]=[CH:6][CH:5]=2)=[CH:19][CH:18]=1. The yield is 0.820. (2) The reactants are [CH3:1][C:2]1([CH3:9])[CH2:7][C:6](=[O:8])[CH2:5][CH2:4][O:3]1.[Br:10]N1C(=O)CCC1=O.C([O-])(=O)C.[NH4+]. The catalyst is CCOCC.C(OCC)(=O)C. The product is [Br:10][CH:5]1[CH2:4][O:3][C:2]([CH3:9])([CH3:1])[CH2:7][C:6]1=[O:8]. The yield is 0.310.